Task: Predict the product of the given reaction.. Dataset: Forward reaction prediction with 1.9M reactions from USPTO patents (1976-2016) (1) Given the reactants [CH3:1][O:2][C:3]([C:5]1[CH:9]=[C:8]([C:10]2[S:11][C:12]([C:15]3[CH:20]=[CH:19][CH:18]=[C:17]([S:21]([CH3:24])(=[O:23])=[O:22])[CH:16]=3)=[CH:13][CH:14]=2)[N:7]([C:25]2[CH:30]=[CH:29][CH:28]=[CH:27][C:26]=2[C:31]([F:34])([F:33])[F:32])[N:6]=1)=O.COC1C=CC(P2(SP(C3C=CC(OC)=CC=3)(=S)S2)=[S:44])=CC=1, predict the reaction product. The product is: [CH3:1][O:2][C:3]([C:5]1[CH:9]=[C:8]([C:10]2[S:11][C:12]([C:15]3[CH:20]=[CH:19][CH:18]=[C:17]([S:21]([CH3:24])(=[O:22])=[O:23])[CH:16]=3)=[CH:13][CH:14]=2)[N:7]([C:25]2[CH:30]=[CH:29][CH:28]=[CH:27][C:26]=2[C:31]([F:33])([F:34])[F:32])[N:6]=1)=[S:44]. (2) Given the reactants [CH3:1][C:2]1[S:6][C:5]([C:7]([OH:9])=O)=[CH:4][C:3]=1[C:10]1[N:14]([CH3:15])[N:13]=[CH:12][CH:11]=1.[NH2:16][C@@H:17]([CH2:30][C:31]1[CH:36]=[CH:35][CH:34]=[C:33]([F:37])[CH:32]=1)[CH2:18][N:19]1[C:27](=[O:28])[C:26]2[C:21](=[CH:22][CH:23]=[CH:24][CH:25]=2)[C:20]1=[O:29].CC(OC(N[C@H](C(O)=O)CC1C=CC=CC=1C(F)(F)F)=O)(C)C.C1CN([P+](Br)(N2CCCC2)N2CCCC2)CC1.F[P-](F)(F)(F)(F)F.CCN(C(C)C)C(C)C, predict the reaction product. The product is: [O:29]=[C:20]1[C:21]2[C:26](=[CH:25][CH:24]=[CH:23][CH:22]=2)[C:27](=[O:28])[N:19]1[CH2:18][C@@H:17]([NH:16][C:7]([C:5]1[S:6][C:2]([CH3:1])=[C:3]([C:10]2[N:14]([CH3:15])[N:13]=[CH:12][CH:11]=2)[CH:4]=1)=[O:9])[CH2:30][C:31]1[CH:36]=[CH:35][CH:34]=[C:33]([F:37])[CH:32]=1. (3) The product is: [Cl-:59].[CH2:55]([O:54][C:22]1[C:23]([O:52][CH3:53])=[C:24]([NH:27][S:28]([C:31]2[CH:36]=[CH:35][C:34]([NH:37][C:38](=[O:51])[C@@H:39]([NH3+:43])[CH2:40][C:41]#[N:42])=[CH:33][CH:32]=2)(=[O:30])=[O:29])[CH:25]=[CH:26][C:21]=1[C:20](=[O:58])[NH:19][C:15]1[CH:14]=[CH:13][C:6]([C:7]([O:9][CH2:10][CH:11]=[CH2:12])=[O:8])=[C:5]([O:4][CH2:1][CH:2]=[CH2:3])[C:16]=1[O:17][CH3:18])[CH:56]=[CH2:57]. Given the reactants [CH2:1]([O:4][C:5]1[C:16]([O:17][CH3:18])=[C:15]([NH:19][C:20](=[O:58])[C:21]2[CH:26]=[CH:25][C:24]([NH:27][S:28]([C:31]3[CH:36]=[CH:35][C:34]([NH:37][C:38](=[O:51])[C@@H:39]([NH:43]C(OC(C)(C)C)=O)[CH2:40][C:41]#[N:42])=[CH:33][CH:32]=3)(=[O:30])=[O:29])=[C:23]([O:52][CH3:53])[C:22]=2[O:54][CH2:55][CH:56]=[CH2:57])[CH:14]=[CH:13][C:6]=1[C:7]([O:9][CH2:10][CH:11]=[CH2:12])=[O:8])[CH:2]=[CH2:3].[ClH:59], predict the reaction product.